This data is from Reaction yield outcomes from USPTO patents with 853,638 reactions. The task is: Predict the reaction yield, written as a fraction of the theoretical maximum amount of product (1.0 means a 100% yield; for example, 0.34 means a 34% yield). (1) The yield is 0.910. The reactants are Cl[C:2]1[N:7]=[C:6]([O:8][CH3:9])[C:5]([N+:10]([O-:12])=[O:11])=[CH:4][CH:3]=1.[CH3:13][S-:14].[Na+]. The catalyst is C(#N)C.CN(C=O)C. The product is [CH3:9][O:8][C:6]1[C:5]([N+:10]([O-:12])=[O:11])=[CH:4][CH:3]=[C:2]([S:14][CH3:13])[N:7]=1. (2) The reactants are [Cl:1][C:2]1[CH:3]=[C:4]([CH2:14][N:15]2[C:19]([CH3:20])=[CH:18][C:17]([NH:21]C(=O)OCC[Si](C)(C)C)=[N:16]2)[C:5]2[O:9][C:8]([CH:10]([CH3:12])[CH3:11])=[CH:7][C:6]=2[CH:13]=1.[F-].C([N+](CCCC)(CCCC)CCCC)CCC. The catalyst is C1COCC1. The product is [Cl:1][C:2]1[CH:3]=[C:4]([CH2:14][N:15]2[C:19]([CH3:20])=[CH:18][C:17]([NH2:21])=[N:16]2)[C:5]2[O:9][C:8]([CH:10]([CH3:12])[CH3:11])=[CH:7][C:6]=2[CH:13]=1. The yield is 1.00. (3) The reactants are [N:1]([C:4]([CH3:17])([CH3:16])[CH:5]=[C:6]1[CH2:11][C:10]([CH3:13])([CH3:12])[CH2:9][C:8]([CH3:15])([CH3:14])[CH2:7]1)=[N+]=[N-].[ClH:18].CC1(C)CC(C)(C)CC(=CC(N)C)C1. No catalyst specified. The product is [ClH:18].[CH3:17][C:4]([NH2:1])([CH3:16])[CH:5]=[C:6]1[CH2:7][C:8]([CH3:15])([CH3:14])[CH2:9][C:10]([CH3:13])([CH3:12])[CH2:11]1. The yield is 0.690.